This data is from Full USPTO retrosynthesis dataset with 1.9M reactions from patents (1976-2016). The task is: Predict the reactants needed to synthesize the given product. (1) Given the product [CH3:40][O:39][CH2:38][CH2:37][CH2:36][N:33]1[C:34]2[C:29](=[CH:28][CH:27]=[C:26]([CH2:25][O:24][CH:9]3[CH:8]([C:5]4[CH:6]=[CH:7][C:2]([O:1][CH2:52][CH2:53][CH2:54][O:55][CH:56]([C:58]5[CH:63]=[CH:62][CH:61]=[CH:60][CH:59]=5)[CH3:57])=[CH:3][CH:4]=4)[CH2:13][CH2:12][N:11]([C:14]([O:16][CH2:17][C:18]4[CH:19]=[CH:20][CH:21]=[CH:22][CH:23]=4)=[O:15])[CH2:10]3)[CH:35]=2)[CH2:30][CH2:31][C:32]1=[O:41], predict the reactants needed to synthesize it. The reactants are: [OH:1][C:2]1[CH:7]=[CH:6][C:5]([CH:8]2[CH2:13][CH2:12][N:11]([C:14]([O:16][CH2:17][C:18]3[CH:23]=[CH:22][CH:21]=[CH:20][CH:19]=3)=[O:15])[CH2:10][CH:9]2[O:24][CH2:25][C:26]2[CH:35]=[C:34]3[C:29]([CH2:30][CH2:31][C:32](=[O:41])[N:33]3[CH2:36][CH2:37][CH2:38][O:39][CH3:40])=[CH:28][CH:27]=2)=[CH:4][CH:3]=1.C1(C)C=CC(S(O[CH2:52][CH2:53][CH2:54][O:55][CH:56]([C:58]2[CH:63]=[CH:62][CH:61]=[CH:60][CH:59]=2)[CH3:57])(=O)=O)=CC=1.C(=O)([O-])[O-].[Cs+].[Cs+]. (2) Given the product [ClH:22].[CH3:1][O:2][C:3](=[O:4])[CH:5]([NH2:6])[C:9]([C:10]1[CH:15]=[CH:14][C:13]([C:16]2[CH:21]=[CH:20][CH:19]=[CH:18][CH:17]=2)=[CH:12][CH:11]=1)=[O:8], predict the reactants needed to synthesize it. The reactants are: [CH3:1][O:2][C:3]([C:5]1[N:6]=C[O:8][C:9]=1[C:10]1[CH:15]=[CH:14][C:13]([C:16]2[CH:21]=[CH:20][CH:19]=[CH:18][CH:17]=2)=[CH:12][CH:11]=1)=[O:4].[ClH:22]. (3) Given the product [NH2:15][C:18]1[CH:19]=[CH:22][CH:21]=[CH:20][CH:24]=1.[N-:15]=[C:5]=[O:11], predict the reactants needed to synthesize it. The reactants are: ClC(Cl)(O[C:5](=[O:11])OC(Cl)(Cl)Cl)Cl.C([N:15]([CH2:18][CH3:19])CC)C.[CH2:20]1[CH2:24]O[CH2:22][CH2:21]1. (4) Given the product [CH:11]([C:4]1[C:3]2[N:2]=[C:35]3[CH:42]([CH3:41])[N:19]([CH3:20])[CH2:16][CH2:17][N:10]3[C:8](=[O:9])[C:7]=2[N:6]([CH3:25])[N:5]=1)([CH3:12])[CH3:15], predict the reactants needed to synthesize it. The reactants are: [123I-].[NH2:2][C:3]1[C:4]([CH:11]2[CH2:15]CC[CH2:12]2)=[N:5][NH:6][C:7]=1[C:8]([NH2:10])=[O:9].[C:16]([NH:19][CH:20](C)C(O)=O)(=O)[CH3:17].[C:25](NCC(O)=O)(=O)C.CO[C:35]1[CH:42]=[CH:41]C(C=O)=CC=1. (5) Given the product [CH:1]([O:4][C:5]1[C:14]2[C:9](=[CH:10][C:11]([C:15]([N:32]3[CH2:33][CH2:34][N:29]([S:26]([CH3:25])(=[O:28])=[O:27])[CH2:30][CH2:31]3)=[O:17])=[CH:12][CH:13]=2)[CH:8]=[C:7]([NH:18][C:19]2[CH:23]=[C:22]([CH3:24])[NH:21][N:20]=2)[N:6]=1)([CH3:2])[CH3:3], predict the reactants needed to synthesize it. The reactants are: [CH:1]([O:4][C:5]1[C:14]2[C:9](=[CH:10][C:11]([C:15]([OH:17])=O)=[CH:12][CH:13]=2)[CH:8]=[C:7]([NH:18][C:19]2[CH:23]=[C:22]([CH3:24])[NH:21][N:20]=2)[N:6]=1)([CH3:3])[CH3:2].[CH3:25][S:26]([N:29]1[CH2:34][CH2:33][NH:32][CH2:31][CH2:30]1)(=[O:28])=[O:27]. (6) Given the product [NH:4]1[C:5]([C:6]2[CH:7]=[C:8]([NH:9][C:22]([C:18]3[CH:17]=[C:16]4[C:21](=[CH:20][CH:19]=3)[NH:13][CH:14]=[CH:15]4)=[O:23])[CH:10]=[CH:11][CH:12]=2)=[N:1][N:2]=[N:3]1, predict the reactants needed to synthesize it. The reactants are: [NH:1]1[C:5]([C:6]2[CH:7]=[C:8]([CH:10]=[CH:11][CH:12]=2)[NH2:9])=[N:4][N:3]=[N:2]1.[NH:13]1[C:21]2[C:16](=[CH:17][C:18]([C:22](O)=[O:23])=[CH:19][CH:20]=2)[CH:15]=[CH:14]1. (7) The reactants are: [CH3:1][O:2][C:3](=[O:24])[CH2:4][CH2:5][C:6]1[CH:11]=[CH:10][C:9]([O:12][C:13]2[CH:18]=[C:17]([F:19])[CH:16]=[C:15]([CH:20]([NH2:22])[CH3:21])[CH:14]=2)=[CH:8][C:7]=1[CH3:23].[CH3:25][O:26][C:27]1[CH:35]=[C:34]([C:36]([F:39])([F:38])[F:37])[CH:33]=[CH:32][C:28]=1[C:29](O)=[O:30]. Given the product [CH3:1][O:2][C:3](=[O:24])[CH2:4][CH2:5][C:6]1[CH:11]=[CH:10][C:9]([O:12][C:13]2[CH:14]=[C:15]([C@H:20]([NH:22][C:29](=[O:30])[C:28]3[CH:32]=[CH:33][C:34]([C:36]([F:38])([F:39])[F:37])=[CH:35][C:27]=3[O:26][CH3:25])[CH3:21])[CH:16]=[C:17]([F:19])[CH:18]=2)=[CH:8][C:7]=1[CH3:23], predict the reactants needed to synthesize it. (8) Given the product [F:1][C:2]1[CH:3]=[CH:4][C:5]([N:8]2[C:12]([C:13]([OH:15])=[O:14])=[CH:11][N:10]=[C:9]2[N:36]([CH3:49])[CH2:37][C:38]2[C:43]([F:44])=[CH:42][CH:41]=[C:40]([F:45])[C:39]=2[F:46])=[CH:6][CH:7]=1, predict the reactants needed to synthesize it. The reactants are: [F:1][C:2]1[CH:7]=[CH:6][C:5]([N:8]2[C:12]([C:13]([OH:15])=[O:14])=[CH:11][N:10]=[C:9]2SCC2C(F)=CC=C(F)C=2F)=[CH:4][CH:3]=1.CC1N([NH:36][CH2:37][C:38]2[C:43]([F:44])=[CH:42][CH:41]=[C:40]([F:45])[C:39]=2[F:46])C(C([O-])=O)=CN=1.[Li+].[OH-].[CH2:49]1COCC1. (9) Given the product [CH3:25][C@@H:24]([C@@H:7]1[C@:6]2([CH3:32])[C@H:10]([C@H:11]3[C@H:3]([CH2:4][CH2:5]2)[C@:2]2([CH3:1])[C:14]([CH2:15][C@@H:16]([O:19][CH2:20][CH2:21][CH2:22][NH:23][C:52](=[O:53])[CH2:51][CH2:50][C:49]([OH:54])=[O:48])[CH2:17][CH2:18]2)=[CH:13][CH2:12]3)[CH2:9][CH2:8]1)[CH2:26][CH2:27][CH2:28][CH:29]([CH3:31])[CH3:30], predict the reactants needed to synthesize it. The reactants are: [CH3:1][C@:2]12[CH2:18][CH2:17][C@H:16]([O:19][CH2:20][CH2:21][CH2:22][NH2:23])[CH2:15][C:14]1=[CH:13][CH2:12][C@@H:11]1[C@@H:3]2[CH2:4][CH2:5][C@@:6]2([CH3:32])[C@H:10]1[CH2:9][CH2:8][C@@H:7]2[C@@H:24]([CH2:26][CH2:27][CH2:28][CH:29]([CH3:31])[CH3:30])[CH3:25].CCN(C(C)C)C(C)C.CCOC(C)=O.[O:48]1[C:52](=[O:53])[CH2:51][CH2:50][C:49]1=[O:54]. (10) Given the product [CH2:14]1[C:15]2([CH2:16][CH2:17][N:18]([C:21]([O:23][C:24]([CH3:25])([CH3:26])[CH3:27])=[O:22])[CH2:19][CH2:20]2)[CH2:28][CH2:29][CH2:30][O:31]1, predict the reactants needed to synthesize it. The reactants are: CCOC(/N=N/C(OCC)=O)=O.O[CH2:14][C:15]1([CH2:28][CH2:29][CH2:30][OH:31])[CH2:20][CH2:19][N:18]([C:21]([O:23][C:24]([CH3:27])([CH3:26])[CH3:25])=[O:22])[CH2:17][CH2:16]1.C1(P(C2C=CC=CC=2)C2C=CC=CC=2)C=CC=CC=1.CO.